Dataset: M1 muscarinic receptor antagonist screen with 61,756 compounds. Task: Binary Classification. Given a drug SMILES string, predict its activity (active/inactive) in a high-throughput screening assay against a specified biological target. (1) The compound is Clc1c(N2CCN(CC2)CC(O)COc2ccc(S(=O)(=O)N3CCOCC3)cc2)cccc1. The result is 1 (active). (2) The compound is Fc1ccc(N2CCN(CC2)CC(=O)c2cc(OC)c(OC)cc2)cc1. The result is 0 (inactive). (3) The compound is Clc1ccc(S(=O)(=O)N(CC(=O)Nc2ccncc2)C)cc1. The result is 0 (inactive). (4) The drug is S(c1oc(nn1)C(N(C)C)CC)CC(=O)Nc1oc(nn1)c1ccccc1. The result is 0 (inactive).